Dataset: Full USPTO retrosynthesis dataset with 1.9M reactions from patents (1976-2016). Task: Predict the reactants needed to synthesize the given product. (1) Given the product [C:23](=[O:24])([O:25][C:26]1[CH:31]=[CH:30][CH:29]=[CH:28][CH:27]=1)[NH2:1], predict the reactants needed to synthesize it. The reactants are: [NH2:1]N1C2C=NC=CC=2C2C1=CC(Cl)=CC=2.N1C=CC=CC=1.Cl[C:23]([O:25][C:26]1[CH:31]=[CH:30][CH:29]=[CH:28][CH:27]=1)=[O:24]. (2) Given the product [F:28][C:27]1[CH:26]=[C:25]2[C:21]([CH:22]=[N:23][N:24]2[CH3:29])=[CH:20][C:19]=1[CH:33]=[O:34], predict the reactants needed to synthesize it. The reactants are: C([Mg]Cl)CCC.C([Li])CCC.CCCCCC.Br[C:19]1[CH:20]=[C:21]2[C:25](=[CH:26][C:27]=1[F:28])[N:24]([CH3:29])[N:23]=[CH:22]2.CN([CH:33]=[O:34])C. (3) The reactants are: [CH2:1]=[CH:2][C:3]1[CH:8]=[CH:7][CH:6]=[CH:5][CH:4]=1.[C:9]([O:13][CH2:14][CH2:15][CH2:16][CH3:17])(=[O:12])[CH:10]=[CH2:11].C(S)CCCCCCCCCCC. Given the product [CH2:1]=[CH:2][C:3]1[CH:8]=[CH:7][CH:6]=[CH:5][CH:4]=1.[C:9]([O:13][CH2:14][CH2:15][CH2:16][CH3:17])(=[O:12])[CH:10]=[CH2:11], predict the reactants needed to synthesize it. (4) Given the product [F:1][C:2]([F:12])([F:11])[CH2:3][CH2:4][S:5]([CH2:7][CH2:8][CH2:9][NH:13][CH2:14][CH2:15][CH2:16][OH:17])=[O:6], predict the reactants needed to synthesize it. The reactants are: [F:1][C:2]([F:12])([F:11])[CH2:3][CH2:4][S:5]([CH2:7][CH2:8][CH2:9]Cl)=[O:6].[NH2:13][CH2:14][CH2:15][CH2:16][OH:17]. (5) Given the product [N:2]12[CH2:9][CH2:8][CH:5]([CH2:6][CH2:7]1)[C:4](=[N:12][OH:13])[CH2:3]2, predict the reactants needed to synthesize it. The reactants are: Cl.[N:2]12[CH2:9][CH2:8][CH:5]([CH2:6][CH2:7]1)[C:4](=O)[CH2:3]2.Cl.[NH2:12][OH:13].CC(O[Na])=O.O.O.O.[Na+].[Cl-].